This data is from NCI-60 drug combinations with 297,098 pairs across 59 cell lines. The task is: Regression. Given two drug SMILES strings and cell line genomic features, predict the synergy score measuring deviation from expected non-interaction effect. Drug 1: C1=NC2=C(N1)C(=S)N=C(N2)N. Drug 2: CC1C(C(=O)NC(C(=O)N2CCCC2C(=O)N(CC(=O)N(C(C(=O)O1)C(C)C)C)C)C(C)C)NC(=O)C3=C4C(=C(C=C3)C)OC5=C(C(=O)C(=C(C5=N4)C(=O)NC6C(OC(=O)C(N(C(=O)CN(C(=O)C7CCCN7C(=O)C(NC6=O)C(C)C)C)C)C(C)C)C)N)C. Cell line: LOX IMVI. Synergy scores: CSS=47.8, Synergy_ZIP=6.33, Synergy_Bliss=3.69, Synergy_Loewe=3.99, Synergy_HSA=4.13.